This data is from Full USPTO retrosynthesis dataset with 1.9M reactions from patents (1976-2016). The task is: Predict the reactants needed to synthesize the given product. (1) Given the product [Br:1][C:2]1[CH:7]=[C:6]([C:8]([F:10])([F:9])[F:11])[C:5]([N:12]([CH2:32][C:31]2[CH:34]=[CH:35][CH:36]=[C:29]([C:28]([F:27])([F:37])[F:38])[CH:30]=2)[C:13](=[O:17])[O:14][CH2:15][CH3:16])=[C:4]([N+:18]([O-:20])=[O:19])[CH:3]=1, predict the reactants needed to synthesize it. The reactants are: [Br:1][C:2]1[CH:7]=[C:6]([C:8]([F:11])([F:10])[F:9])[C:5]([NH:12][C:13](=[O:17])[O:14][CH2:15][CH3:16])=[C:4]([N+:18]([O-:20])=[O:19])[CH:3]=1.C(=O)([O-])[O-].[K+].[K+].[F:27][C:28]([F:38])([F:37])[C:29]1[CH:30]=[C:31]([CH:34]=[CH:35][CH:36]=1)[CH2:32]Br.Cl. (2) Given the product [F:1][C:2]1([F:24])[O:6][C:5]2[CH:7]=[CH:8][C:9]([N:11]3[CH:15]=[C:14]([CH2:16][F:35])[S:13]/[C:12]/3=[N:18]\[C:19](=[O:23])[N:20]([CH3:22])[CH3:21])=[CH:10][C:4]=2[O:3]1, predict the reactants needed to synthesize it. The reactants are: [F:1][C:2]1([F:24])[O:6][C:5]2[CH:7]=[CH:8][C:9]([N:11]3[CH:15]=[C:14]([CH2:16]O)[S:13]/[C:12]/3=[N:18]\[C:19](=[O:23])[N:20]([CH3:22])[CH3:21])=[CH:10][C:4]=2[O:3]1.COCCN(S(F)(F)[F:35])CCOC.C(=O)(O)[O-].[Na+]. (3) The reactants are: [F:1][C:2]([F:18])([F:17])[C:3]1[CH:8]=[CH:7][C:6]([C:9]2[O:13][N:12]=[CH:11][C:10]=2[C:14]([OH:16])=O)=[CH:5][CH:4]=1.C(O)(=O)C(O)=O.[CH3:25][O:26][C:27]1[CH:32]=[CH:31][C:30]([CH:33]2[CH2:37][CH2:36][NH:35][CH2:34]2)=[CH:29][CH:28]=1. Given the product [CH3:25][O:26][C:27]1[CH:28]=[CH:29][C:30]([CH:33]2[CH2:37][CH2:36][N:35]([C:14]([C:10]3[CH:11]=[N:12][O:13][C:9]=3[C:6]3[CH:5]=[CH:4][C:3]([C:2]([F:1])([F:18])[F:17])=[CH:8][CH:7]=3)=[O:16])[CH2:34]2)=[CH:31][CH:32]=1, predict the reactants needed to synthesize it. (4) Given the product [F:31][C:26]1([F:30])[C:25]2[N:21]([CH2:20][C:19]([NH:18][C@H:8]([C:6]3[C:5]([C:37]4[CH:38]=[CH:39][CH:40]=[C:41]5[C:45]=4[N:44]([CH3:46])[N:43]=[C:42]5[NH:47][S:48]([CH3:51])(=[O:49])=[O:50])=[CH:4][CH:3]=[C:2]([C:53]#[C:52][C:54]([CH2:57][CH3:58])([OH:59])[CH2:55][CH3:56])[N:7]=3)[CH2:9][C:10]3[CH:11]=[C:12]([F:17])[CH:13]=[C:14]([F:16])[CH:15]=3)=[O:36])[N:22]=[C:23]([C:32]([F:33])([F:35])[F:34])[C:24]=2[C@H:28]2[CH2:29][C@@H:27]12, predict the reactants needed to synthesize it. The reactants are: Cl[C:2]1[N:7]=[C:6]([C@@H:8]([NH:18][C:19](=[O:36])[CH2:20][N:21]2[C:25]3[C:26]([F:31])([F:30])[C@@H:27]4[CH2:29][C@@H:28]4[C:24]=3[C:23]([C:32]([F:35])([F:34])[F:33])=[N:22]2)[CH2:9][C:10]2[CH:15]=[C:14]([F:16])[CH:13]=[C:12]([F:17])[CH:11]=2)[C:5]([C:37]2[CH:38]=[CH:39][CH:40]=[C:41]3[C:45]=2[N:44]([CH3:46])[N:43]=[C:42]3[NH:47][S:48]([CH3:51])(=[O:50])=[O:49])=[CH:4][CH:3]=1.[CH2:52]([C:54]([OH:59])([CH2:57][CH3:58])[C:55]#[CH:56])[CH3:53]. (5) Given the product [CH3:1][O:2][C:3]([C:4]1[CH:9]=[C:8]2[C:7](=[CH:6][C:5]=1[O:15][CH2:16][C:17]1[CH:22]=[CH:21][CH:20]=[CH:19][CH:18]=1)[NH:30][N:29]=[C:10]2[CH2:11][CH3:12])=[O:23], predict the reactants needed to synthesize it. The reactants are: [CH3:1][O:2][C:3](=[O:23])[C:4]1[CH:9]=[C:8]([C:10](=O)[CH2:11][CH3:12])[C:7](F)=[CH:6][C:5]=1[O:15][CH2:16][C:17]1[CH:22]=[CH:21][CH:20]=[CH:19][CH:18]=1.O1CCCC1.[NH2:29][NH2:30].O.NN. (6) Given the product [Cl:21][CH2:22][C:23]1[N:11]([C@H:12]2[CH2:13][CH2:14][C@H:15]([CH2:18][C:19]#[N:20])[CH2:16][CH2:17]2)[C:3]2=[C:4]3[S:10][CH:9]=[CH:8][C:5]3=[N:6][CH:7]=[C:2]2[N:1]=1, predict the reactants needed to synthesize it. The reactants are: [NH2:1][C:2]1[C:3]([NH:11][C@H:12]2[CH2:17][CH2:16][C@H:15]([CH2:18][C:19]#[N:20])[CH2:14][CH2:13]2)=[C:4]2[S:10][CH:9]=[CH:8][C:5]2=[N:6][CH:7]=1.[Cl:21][CH2:22][C:23](OCC)(OCC)OCC.